From a dataset of Full USPTO retrosynthesis dataset with 1.9M reactions from patents (1976-2016). Predict the reactants needed to synthesize the given product. (1) Given the product [OH:8][C:9]1([C:2]2[CH:3]=[N:4][CH:5]=[CH:6][CH:7]=2)[C@@H:16]2[C@@H:12]([CH2:13][N:14]([C:17]([O:19][C:20]([CH3:23])([CH3:22])[CH3:21])=[O:18])[CH2:15]2)[CH2:11][CH2:10]1, predict the reactants needed to synthesize it. The reactants are: Br[C:2]1[CH:3]=[N:4][CH:5]=[CH:6][CH:7]=1.[O:8]=[C:9]1[C@@H:16]2[C@@H:12]([CH2:13][N:14]([C:17]([O:19][C:20]([CH3:23])([CH3:22])[CH3:21])=[O:18])[CH2:15]2)[CH2:11][CH2:10]1. (2) Given the product [C:1]([C:5]1[CH:10]=[CH:9][C:8]([C:14]([OH:23])=[O:24])=[CH:7][CH:6]=1)([CH3:4])([CH3:3])[CH3:2].[C:1]([C:5]1[CH:6]=[CH:7][C:8]([CH:11]=[O:12])=[CH:9][CH:10]=1)([CH3:4])([CH3:3])[CH3:2], predict the reactants needed to synthesize it. The reactants are: [C:1]([C:5]1[CH:10]=[CH:9][C:8]([CH3:11])=[CH:7][CH:6]=1)([CH3:4])([CH3:3])[CH3:2].[OH:12]N1C(=O)N(O)C(=O)N(O)[C:14]1=[O:23].[O:24]=O. (3) The reactants are: [Cl:1][C:2]1[C:8]([C:9]2[N:10]=[C:11]([CH:22]3[CH2:24][CH2:23]3)[S:12][C:13]=2[C:14]2[CH:19]=[CH:18][N:17]=[C:16]([S:20][CH3:21])[N:15]=2)=[CH:7][C:6]([F:25])=[CH:5][C:3]=1[NH2:4].[CH3:26][S:27](Cl)(=[O:29])=[O:28]. Given the product [Cl:1][C:2]1[C:8]([C:9]2[N:10]=[C:11]([CH:22]3[CH2:24][CH2:23]3)[S:12][C:13]=2[C:14]2[CH:19]=[CH:18][N:17]=[C:16]([S:20][CH3:21])[N:15]=2)=[CH:7][C:6]([F:25])=[CH:5][C:3]=1[NH:4][S:27]([CH3:26])(=[O:29])=[O:28], predict the reactants needed to synthesize it. (4) Given the product [Cl:2][C:3]1[CH:21]=[CH:20][CH:19]=[CH:18][C:4]=1[CH:5]([O:13][CH:14]1[CH2:17][N:16]([C:42]([Cl:44])=[O:43])[CH2:15]1)[C:6]1[CH:7]=[CH:8][C:9]([Cl:12])=[CH:10][CH:11]=1, predict the reactants needed to synthesize it. The reactants are: Cl.[Cl:2][C:3]1[CH:21]=[CH:20][CH:19]=[CH:18][C:4]=1[CH:5]([O:13][CH:14]1[CH2:17][NH:16][CH2:15]1)[C:6]1[CH:11]=[CH:10][C:9]([Cl:12])=[CH:8][CH:7]=1.ClC1C=CC=CC=1C(OC1CNC1)C1C=CC(Cl)=CC=1.[C:42](Cl)([Cl:44])=[O:43]. (5) Given the product [CH:14]([C:2]1([CH3:1])[CH2:6][CH2:5][CH2:4][N:3]1[C:7]([O:9][C:10]([CH3:13])([CH3:12])[CH3:11])=[O:8])=[O:15], predict the reactants needed to synthesize it. The reactants are: [CH3:1][C:2]1([C:14](OC)=[O:15])[CH2:6][CH2:5][CH2:4][N:3]1[C:7]([O:9][C:10]([CH3:13])([CH3:12])[CH3:11])=[O:8].CC(C[AlH]CC(C)C)C. (6) Given the product [CH2:11]([O:10][C:5]1[C:4]([F:15])=[CH:3][C:2]([C:21]2[CH:22]=[N:17][CH:18]=[N:19][CH:20]=2)=[CH:9][C:6]=1[CH:7]=[O:8])[CH2:12][CH:13]=[CH2:14], predict the reactants needed to synthesize it. The reactants are: Br[C:2]1[CH:3]=[C:4]([F:15])[C:5]([O:10][CH2:11][CH2:12][CH:13]=[CH2:14])=[C:6]([CH:9]=1)[CH:7]=[O:8].O.[N:17]1[CH:22]=[C:21](B(O)O)[CH:20]=[N:19][CH:18]=1.[N:17]1[CH:22]=[C:21](B(O)O)[CH:20]=[N:19][CH:18]=1.O.C(=O)([O-])[O-].[Cs+].[Cs+].